This data is from Forward reaction prediction with 1.9M reactions from USPTO patents (1976-2016). The task is: Predict the product of the given reaction. The product is: [Br:20][C:18]1[CH:17]=[CH:16][C:15]([Cl:21])=[C:14]([CH:19]=1)[CH2:13][C:10]1[CH:11]=[CH:12][C:7]([CH2:6][CH2:5][OH:4])=[CH:8][CH:9]=1. Given the reactants C([O:4][CH2:5][CH2:6][C:7]1[CH:12]=[CH:11][C:10]([CH2:13][C:14]2[CH:19]=[C:18]([Br:20])[CH:17]=[CH:16][C:15]=2[Cl:21])=[CH:9][CH:8]=1)(=O)C.C(=O)([O-])[O-].[K+].[K+], predict the reaction product.